The task is: Predict which catalyst facilitates the given reaction.. This data is from Catalyst prediction with 721,799 reactions and 888 catalyst types from USPTO. (1) The catalyst class is: 2. Product: [OH:1][CH:2]([CH2:3][N:35]1[CH2:36][CH:28]2[N:27]([C:18]3[CH:19]=[CH:20][C:21]4[C:26](=[CH:25][CH:24]=[CH:23][CH:22]=4)[CH:17]=3)[CH2:34][CH:33]1[CH2:32][CH:31]=[CH:30][CH2:29]2)[CH2:4][O:5][C:6]1[CH:15]=[CH:14][CH:13]=[C:12]2[C:7]=1[CH2:8][CH2:9][C:10](=[O:16])[NH:11]2. Reactant: [O:1]1[CH2:3][C@H:2]1[CH2:4][O:5][C:6]1[CH:15]=[CH:14][CH:13]=[C:12]2[C:7]=1[CH2:8][CH2:9][C:10](=[O:16])[NH:11]2.[CH:17]1[C:26]2[C:21](=[CH:22][CH:23]=[CH:24][CH:25]=2)[CH:20]=[CH:19][C:18]=1[N:27]1[CH2:34][C@H:33]2[NH:35][CH2:36][C@@H:28]1[CH2:29][CH:30]=[CH:31][CH2:32]2.C(O)C.CCN(C(C)C)C(C)C. (2) Reactant: P([O-])([O-])([O-])=O.[K+].[K+].[K+].[O:9]1[CH2:14][CH2:13][N:12]([C:15]2[CH:20]=[CH:19][C:18](B(O)O)=[CH:17][CH:16]=2)[CH2:11][CH2:10]1.Cl[C:25]1[N:30]=[C:29]([CH:31]([CH3:48])[C:32]([NH:34][C:35]2[CH:40]=[CH:39][C:38]([C:41]3[CH:46]=[CH:45][N:44]=[C:43]([CH3:47])[CH:42]=3)=[CH:37][CH:36]=2)=[O:33])[CH:28]=[CH:27][CH:26]=1. Product: [CH3:47][C:43]1[CH:42]=[C:41]([C:38]2[CH:37]=[CH:36][C:35]([NH:34][C:32](=[O:33])[CH:31]([C:29]3[CH:28]=[CH:27][CH:26]=[C:25]([C:18]4[CH:19]=[CH:20][C:15]([N:12]5[CH2:13][CH2:14][O:9][CH2:10][CH2:11]5)=[CH:16][CH:17]=4)[N:30]=3)[CH3:48])=[CH:40][CH:39]=2)[CH:46]=[CH:45][N:44]=1. The catalyst class is: 38. (3) Reactant: [OH-].[K+].[CH3:3][O:4][C:5]1[CH:6]=[C:7]2[C:11](=[CH:12][C:13]=1[O:14][CH3:15])[N:10]([CH2:16][CH2:17][N:18]1[CH2:23][CH2:22][O:21][CH2:20][CH2:19]1)[CH:9]=[C:8]2[C:24]1[N:33](S(C2C=CC(C)=CC=2)(=O)=O)[C:27]2=[N:28][CH:29]=[C:30]([F:32])[CH:31]=[C:26]2[CH:25]=1. Product: [CH3:3][O:4][C:5]1[CH:6]=[C:7]2[C:11](=[CH:12][C:13]=1[O:14][CH3:15])[N:10]([CH2:16][CH2:17][N:18]1[CH2:23][CH2:22][O:21][CH2:20][CH2:19]1)[CH:9]=[C:8]2[C:24]1[NH:33][C:27]2=[N:28][CH:29]=[C:30]([F:32])[CH:31]=[C:26]2[CH:25]=1. The catalyst class is: 72. (4) Reactant: [Cl:1][C:2]1[CH:3]=[C:4]2[C:8](=[CH:9][CH:10]=1)[NH:7][C:6]([C:11]([OH:13])=O)=[CH:5]2.O.O[N:16]1C2C=CC=CC=2N=[N:17]1.Cl.CN(C)CCCN=C=NCC.O.NN. Product: [Cl:1][C:2]1[CH:3]=[C:4]2[C:8](=[CH:9][CH:10]=1)[NH:7][C:6]([C:11]([NH:16][NH2:17])=[O:13])=[CH:5]2. The catalyst class is: 35. (5) Reactant: [Br:1][C:2]1[CH:13]=[CH:12][C:5]([C:6](N(OC)C)=[O:7])=[C:4]([F:14])[CH:3]=1.[F:15][C:16]([F:27])([F:26])[O:17][C:18]1[CH:23]=[CH:22][C:21]([Mg]Br)=[CH:20][CH:19]=1.O1CCCC1.[Cl-].[NH4+]. Product: [Br:1][C:2]1[CH:13]=[CH:12][C:5]([C:6]([C:21]2[CH:20]=[CH:19][C:18]([O:17][C:16]([F:15])([F:26])[F:27])=[CH:23][CH:22]=2)=[O:7])=[C:4]([F:14])[CH:3]=1. The catalyst class is: 7. (6) Reactant: [NH2:1][C:2]1[C:3]2[N:4]([C:28]([CH3:31])=[N:29][N:30]=2)[N:5]=[C:6]([N:8]2[CH:15]([C:16]3[CH:21]=[CH:20][C:19]([Cl:22])=[CH:18][CH:17]=3)[C:14]3[C:13]([CH3:23])=[N:12][N:11]([CH:24]4[CH2:26][CH2:25]4)[C:10]=3[C:9]2=[O:27])[CH:7]=1.[CH3:32][C:33](OC(C)=O)=[O:34]. Product: [Cl:22][C:19]1[CH:18]=[CH:17][C:16]([CH:15]2[C:14]3[C:13]([CH3:23])=[N:12][N:11]([CH:24]4[CH2:26][CH2:25]4)[C:10]=3[C:9](=[O:27])[N:8]2[C:6]2[CH:7]=[C:2]([NH:1][C:33](=[O:34])[CH3:32])[C:3]3[N:4]([C:28]([CH3:31])=[N:29][N:30]=3)[N:5]=2)=[CH:21][CH:20]=1. The catalyst class is: 17. (7) Reactant: [C:1]1([C:7]2[N:8]=[C:9]([C@@H:12]3[CH2:16][CH2:15][C@H:14]([NH2:17])[CH2:13]3)[S:10][CH:11]=2)[CH:6]=[CH:5][CH:4]=[CH:3][CH:2]=1.CCN(C(C)C)C(C)C.Cl[C:28]1[N:33]=[CH:32][N:31]=[C:30]2[N:34](C3CCCCO3)[N:35]=[CH:36][C:29]=12. Product: [C:1]1([C:7]2[N:8]=[C:9]([C@@H:12]3[CH2:16][CH2:15][C@H:14]([NH:17][C:28]4[N:33]=[CH:32][N:31]=[C:30]5[NH:34][N:35]=[CH:36][C:29]=45)[CH2:13]3)[S:10][CH:11]=2)[CH:2]=[CH:3][CH:4]=[CH:5][CH:6]=1. The catalyst class is: 32. (8) Reactant: C[Si]([C:5]#[N:6])(C)C.[CH3:7][C:8]([C:10]1[CH:15]=[CH:14][CH:13]=[C:12]([Br:16])[CH:11]=1)=O.[NH4+:17].[Cl-]. Product: [NH2:17][C:8]([C:10]1[CH:15]=[CH:14][CH:13]=[C:12]([Br:16])[CH:11]=1)([CH3:7])[C:5]#[N:6]. The catalyst class is: 547.